From a dataset of Reaction yield outcomes from USPTO patents with 853,638 reactions. Predict the reaction yield, written as a fraction of the theoretical maximum amount of product (1.0 means a 100% yield; for example, 0.34 means a 34% yield). (1) The reactants are [CH2:1]([O:8][C:9]1[CH:14]=[CH:13][C:12]([OH:15])=[C:11]([CH2:16][CH2:17][CH3:18])[CH:10]=1)[C:2]1[CH:7]=[CH:6][CH:5]=[CH:4][CH:3]=1.[H-].[Na+].Br[CH2:22][C:23]([O:25][CH2:26][CH3:27])=[O:24]. The catalyst is CN(C=O)C. The product is [CH2:26]([O:25][C:23](=[O:24])[CH2:22][O:15][C:12]1[CH:13]=[CH:14][C:9]([O:8][CH2:1][C:2]2[CH:3]=[CH:4][CH:5]=[CH:6][CH:7]=2)=[CH:10][C:11]=1[CH2:16][CH2:17][CH3:18])[CH3:27]. The yield is 0.970. (2) The reactants are [F:1][C:2]1[CH:7]=[CH:6][C:5]([C:8]2[CH:13]=[CH:12][C:11]([N+:14]([O-:16])=[O:15])=[C:10]([NH:17][C:18]([N:20]3[CH2:23][CH:22]([CH2:24][NH:25]C(=O)OC(C)(C)C)[CH2:21]3)=[O:19])[CH:9]=2)=[CH:4][CH:3]=1.C(O)(C(F)(F)F)=O. The catalyst is C(Cl)Cl. The product is [NH2:25][CH2:24][CH:22]1[CH2:21][N:20]([C:18]([NH:17][C:10]2[CH:9]=[C:8]([C:5]3[CH:4]=[CH:3][C:2]([F:1])=[CH:7][CH:6]=3)[CH:13]=[CH:12][C:11]=2[N+:14]([O-:16])=[O:15])=[O:19])[CH2:23]1. The yield is 1.00. (3) The reactants are C(N(CC)CC)C.[Cl:8][C:9]1[C:10]([N:15]2[CH:19]([C:20]([O:22][CH2:23][CH3:24])=[O:21])[CH2:18][C:17](=[O:25])[NH:16]2)=[N:11][CH:12]=[CH:13][CH:14]=1.[C:26]1([CH3:36])[CH:31]=[CH:30][C:29]([S:32](Cl)(=[O:34])=[O:33])=[CH:28][CH:27]=1. The catalyst is ClCCl.C1(C)C=CC(S(Cl)(=O)=O)=CC=1.C(N(CC)CC)C. The product is [Cl:8][C:9]1[C:10]([N:15]2[CH:19]([C:20]([O:22][CH2:23][CH3:24])=[O:21])[CH2:18][C:17]([O:25][S:32]([C:29]3[CH:30]=[CH:31][C:26]([CH3:36])=[CH:27][CH:28]=3)(=[O:34])=[O:33])=[N:16]2)=[N:11][CH:12]=[CH:13][CH:14]=1. The yield is 0.870. (4) The product is [CH3:1][CH:2]1[CH2:3][CH2:4][N:5]([S:10]([C:13]2[CH:14]=[CH:15][C:16]([CH3:17])=[CH:18][CH:19]=2)(=[O:12])=[O:11])[CH2:6][CH2:7][C:8]1=[O:9]. The catalyst is O1CCOCC1. The reactants are [CH3:1][C:2]1(C(OCC)=O)[C:8](=[O:9])[CH2:7][CH2:6][N:5]([S:10]([C:13]2[CH:19]=[CH:18][C:16]([CH3:17])=[CH:15][CH:14]=2)(=[O:12])=[O:11])[CH2:4][CH2:3]1.Cl. The yield is 0.400. (5) The reactants are C([N:8]1[CH2:13][CH2:12][CH:11]([CH3:14])[CH:10]([NH:15][C:16]2[C:17]3[N:18]([CH:25]=[CH:26][CH:27]=3)[N:19]=[CH:20][C:21]=2[C:22]([NH2:24])=[O:23])[CH2:9]1)C1C=CC=CC=1. The catalyst is CO.[Pd]. The product is [CH3:14][CH:11]1[CH2:12][CH2:13][NH:8][CH2:9][CH:10]1[NH:15][C:16]1[C:17]2[N:18]([CH:25]=[CH:26][CH:27]=2)[N:19]=[CH:20][C:21]=1[C:22]([NH2:24])=[O:23]. The yield is 0.160. (6) The reactants are [F:1][C:2]1[CH:3]=[C:4]([C@@H:9]2[C:14]([C:15]([O:17]C)=[O:16])=[C:13]([CH2:19][O:20][CH3:21])[NH:12][C:11](=[O:22])[NH:10]2)[CH:5]=[CH:6][C:7]=1[F:8].[OH-].[Li+]. The catalyst is O.C1COCC1. The product is [F:1][C:2]1[CH:3]=[C:4]([C@@H:9]2[C:14]([C:15]([OH:17])=[O:16])=[C:13]([CH2:19][O:20][CH3:21])[NH:12][C:11](=[O:22])[NH:10]2)[CH:5]=[CH:6][C:7]=1[F:8]. The yield is 0.900. (7) The reactants are [C:1]([C:3](=[CH:8][CH:9]([CH3:11])[CH3:10])[CH2:4][C:5]([O-:7])=[O:6])#[N:2].C([NH3+])(C)(C)C.[OH-].[K+].C(O)(=O)C. The catalyst is O. The product is [CH3:11][CH:9]([CH2:8][C@H:3]([CH2:1][NH2:2])[CH2:4][C:5]([OH:7])=[O:6])[CH3:10]. The yield is 0.730.